From a dataset of Full USPTO retrosynthesis dataset with 1.9M reactions from patents (1976-2016). Predict the reactants needed to synthesize the given product. (1) Given the product [CH3:19][O:20][C:21](=[O:30])[C:22]1[CH:23]=[CH:24][C:25]([CH2:28][Br:31])=[CH:26][C:39]=1[Cl:43], predict the reactants needed to synthesize it. The reactants are: C(OOC(=O)C1C=CC=CC=1)(=O)C1C=CC=CC=1.[CH3:19][O:20][C:21](=[O:30])[C:22]1C=[CH:26][C:25]([CH3:28])=[C:24](Cl)[CH:23]=1.[Br:31]N1C(=O)CCC1=O.[C:39]([Cl:43])(Cl)(Cl)Cl. (2) Given the product [O:1]1[CH2:6][CH2:5][N:4]([C:7]2[CH:8]=[CH:9][C:10]([NH:11][C:12]3[CH:24]=[C:23]([CH2:25][CH2:26][C:27]4[CH:28]=[CH:29][CH:30]=[CH:31][CH:32]=4)[CH:22]=[CH:21][C:13]=3[C:14]([OH:16])=[O:15])=[CH:33][CH:34]=2)[CH2:3][CH2:2]1, predict the reactants needed to synthesize it. The reactants are: [O:1]1[CH2:6][CH2:5][N:4]([C:7]2[CH:34]=[CH:33][C:10]([NH:11][C:12]3[CH:24]=[C:23]([CH2:25][CH2:26][C:27]4[CH:32]=[CH:31][CH:30]=[CH:29][CH:28]=4)[CH:22]=[CH:21][C:13]=3[C:14]([O:16]C(C)(C)C)=[O:15])=[CH:9][CH:8]=2)[CH2:3][CH2:2]1. (3) Given the product [CH2:5]([O:4][CH2:3][CH2:2][CH2:18][C:19](=[O:21])[CH3:20])[C:6]1[CH:11]=[CH:10][CH:9]=[CH:8][CH:7]=1, predict the reactants needed to synthesize it. The reactants are: Cl[C:2](Cl)(Cl)[C:3](=N)[O:4][CH2:5][C:6]1[CH:11]=[CH:10][CH:9]=[CH:8][CH:7]=1.OCC[CH2:18][C:19](=[O:21])[CH3:20].FC(F)(F)S(O)(=O)=O.C(=O)(O)[O-].[Na+]. (4) Given the product [In:37].[CH3:19][C:20]([O:14][C:12]([CH3:11])=[O:13])=[O:21].[CH3:11][C:12]([OH:14])=[O:13], predict the reactants needed to synthesize it. The reactants are: [F-].[K+].NC1C=CC(C(N[C@@H:11](C)[C:12]([OH:14])=[O:13])=O)=C(F)C=1.[CH2:19]1OCCOCCOCCOCCOCC[O:21][CH2:20]1.[In:37]. (5) The reactants are: [C:1]([O:6][CH2:7][C:8]([O:10][CH2:11][C:12]([F:18])([F:17])[S:13]([O-:16])(=[O:15])=[O:14])=[O:9])(=[O:5])[C:2]([CH3:4])=[CH2:3].[Na+].O.[Br-].[C:22]1([S+:28]([C:35]2[CH:40]=[CH:39][CH:38]=[CH:37][CH:36]=2)[C:29]2[CH:34]=[CH:33][CH:32]=[CH:31][CH:30]=2)[CH:27]=[CH:26][CH:25]=[CH:24][CH:23]=1. Given the product [C:1]([O:6][CH2:7][C:8]([O:10][CH2:11][C:12]([F:18])([F:17])[S:13]([O-:16])(=[O:14])=[O:15])=[O:9])(=[O:5])[C:2]([CH3:4])=[CH2:3].[C:35]1([S+:28]([C:22]2[CH:23]=[CH:24][CH:25]=[CH:26][CH:27]=2)[C:29]2[CH:34]=[CH:33][CH:32]=[CH:31][CH:30]=2)[CH:36]=[CH:37][CH:38]=[CH:39][CH:40]=1, predict the reactants needed to synthesize it. (6) Given the product [NH2:1][C:2]1[C:11]2[C:6](=[C:7]([C:13]3[C:18]([CH3:19])=[CH:17][C:16](/[CH:20]=[CH:21]/[C:22]#[N:23])=[CH:15][C:14]=3[CH3:24])[CH:8]=[C:9]([Br:12])[CH:10]=2)[N:5]=[C:4]([NH:26][C:27]2[CH:34]=[CH:33][C:30]([C:31]#[N:32])=[CH:29][CH:28]=2)[N:3]=1, predict the reactants needed to synthesize it. The reactants are: [NH2:1][C:2]1[C:11]2[C:6](=[C:7]([C:13]3[C:18]([CH3:19])=[CH:17][C:16](/[CH:20]=[CH:21]/[C:22]#[N:23])=[CH:15][C:14]=3[CH3:24])[CH:8]=[C:9]([Br:12])[CH:10]=2)[N:5]=[C:4](Cl)[N:3]=1.[NH2:26][C:27]1[CH:34]=[CH:33][C:30]([C:31]#[N:32])=[CH:29][CH:28]=1. (7) Given the product [O:17]=[S:18]1(=[O:20])[C:10]2[C:5](=[CH:6][CH:7]=[CH:8][CH:9]=2)[CH:4]([N:11]2[CH:15]=[CH:14][N:13]=[CH:12]2)[CH2:3][CH2:2]1, predict the reactants needed to synthesize it. The reactants are: S1[C:10]2[C:5](=[CH:6][CH:7]=[CH:8][CH:9]=2)[CH:4]([N:11]2[CH:15]=[CH:14][N:13]=[CH:12]2)[CH2:3][CH2:2]1.O[O:17][S:18]([O-:20])=O.[K+].